From a dataset of Reaction yield outcomes from USPTO patents with 853,638 reactions. Predict the reaction yield, written as a fraction of the theoretical maximum amount of product (1.0 means a 100% yield; for example, 0.34 means a 34% yield). The reactants are [Cl:1][C:2]1[CH:7]=[C:6](Cl)[N:5]=[CH:4][N:3]=1.[S:9]1[CH:13]=[CH:12][CH:11]=[C:10]1B(O)O.C([O-])([O-])=O.[Na+].[Na+].C(OCC)(=O)C. The catalyst is C(COC)OC.O.Cl[Pd](Cl)([P](C1C=CC=CC=1)(C1C=CC=CC=1)C1C=CC=CC=1)[P](C1C=CC=CC=1)(C1C=CC=CC=1)C1C=CC=CC=1.CCCCCC. The product is [Cl:1][C:2]1[CH:7]=[C:6]([C:10]2[S:9][CH:13]=[CH:12][CH:11]=2)[N:5]=[CH:4][N:3]=1. The yield is 0.628.